Dataset: Catalyst prediction with 721,799 reactions and 888 catalyst types from USPTO. Task: Predict which catalyst facilitates the given reaction. (1) Reactant: [CH2:1](Br)[C:2]1[CH:7]=[CH:6][CH:5]=[CH:4][CH:3]=1.[N:9]1[C:18]2[C:13](=[CH:14][CH:15]=[CH:16][C:17]=2[OH:19])[CH:12]=[CH:11][C:10]=1[OH:20].C1CCN2C(=NCCC2)CC1. Product: [CH2:1]([O:19][C:17]1[CH:16]=[CH:15][CH:14]=[C:13]2[C:18]=1[N:9]=[C:10]([OH:20])[CH:11]=[CH:12]2)[C:2]1[CH:7]=[CH:6][CH:5]=[CH:4][CH:3]=1. The catalyst class is: 41. (2) Reactant: [F:1][C:2]1[CH:3]=[C:4]([NH2:12])[C:5]([NH2:11])=[CH:6][C:7]=1[N+:8]([O-:10])=[O:9].C(N(CC)CC)C.[S:20](Cl)(Cl)=O. Product: [F:1][C:2]1[C:7]([N+:8]([O-:10])=[O:9])=[CH:6][C:5]2=[N:11][S:20][N:12]=[C:4]2[CH:3]=1. The catalyst class is: 2. (3) Reactant: C[O:2][C:3](=[O:52])[CH2:4][C@@H:5]1[C@H:7]([C:8]([O:10][C@H:11]2[CH2:28][CH2:27][C@@:26]3([CH3:29])[C@@H:13]([CH2:14][CH2:15][C@:16]4([CH3:47])[C@@H:25]3[CH2:24][CH2:23][C@H:22]3[C@@:17]4([CH3:46])[CH2:18][CH2:19][C@@:20]4([C:36]([N:38]5[CH2:43][CH2:42][N:41]([CH2:44][CH3:45])[CH2:40][CH2:39]5)=[O:37])[CH2:32][CH2:31][C@@H:30]([C:33]([CH3:35])=[CH2:34])[C@@H:21]43)[C:12]2([CH3:49])[CH3:48])=[O:9])[C:6]1([CH3:51])[CH3:50].[OH-].[Na+]. Product: [CH2:44]([N:41]1[CH2:42][CH2:43][N:38]([C:36]([C@:20]23[CH2:32][CH2:31][C@@H:30]([C:33]([CH3:35])=[CH2:34])[C@@H:21]2[C@@H:22]2[C@@:17]([CH3:46])([CH2:18][CH2:19]3)[C@@:16]3([CH3:47])[C@@H:25]([C@:26]4([CH3:29])[C@@H:13]([CH2:14][CH2:15]3)[C:12]([CH3:48])([CH3:49])[C@@H:11]([O:10][C:8]([C@H:7]3[C@@H:5]([CH2:4][C:3]([OH:52])=[O:2])[C:6]3([CH3:51])[CH3:50])=[O:9])[CH2:28][CH2:27]4)[CH2:24][CH2:23]2)=[O:37])[CH2:39][CH2:40]1)[CH3:45]. The catalyst class is: 346.